This data is from Forward reaction prediction with 1.9M reactions from USPTO patents (1976-2016). The task is: Predict the product of the given reaction. Given the reactants [CH:1]([N:4]1[CH2:19][CH2:18][C:7]2[NH:8][C:9]3[CH:10]=[CH:11][C:12]([C:15](O)=[O:16])=[CH:13][C:14]=3[C:6]=2[CH2:5]1)([CH3:3])[CH3:2].[O:20]([CH:23]1[CH2:28][CH2:27][NH:26][CH2:25][CH2:24]1)[CH2:21][CH3:22].C(N(C(C)C)CC)(C)C.CN(C(ON1N=NC2C=CC=NC1=2)=[N+](C)C)C.F[P-](F)(F)(F)(F)F, predict the reaction product. The product is: [CH2:21]([O:20][CH:23]1[CH2:28][CH2:27][N:26]([C:15]([C:12]2[CH:11]=[CH:10][C:9]3[NH:8][C:7]4[CH2:18][CH2:19][N:4]([CH:1]([CH3:2])[CH3:3])[CH2:5][C:6]=4[C:14]=3[CH:13]=2)=[O:16])[CH2:25][CH2:24]1)[CH3:22].